The task is: Predict the reaction yield, written as a fraction of the theoretical maximum amount of product (1.0 means a 100% yield; for example, 0.34 means a 34% yield).. This data is from Reaction yield outcomes from USPTO patents with 853,638 reactions. (1) The reactants are [Cl:1][C:2]1[CH:3]=[C:4]2[C:13](=[C:14]3[C:19]=1[CH:18]=[CH:17][CH:16]=[N:15]3)[NH:12][S:11](=[O:21])(=[O:20])[C:10]1[C:5]2=[CH:6][C:7]([C:22]([OH:24])=[O:23])=[CH:8][CH:9]=1.[CH:25]1(O)[CH2:29][CH2:28][CH2:27][CH2:26]1.CCN=C=NCCCN(C)C.Cl. The catalyst is CN(C1C=CN=CC=1)C.CN(C=O)C. The product is [CH:25]1([O:23][C:22]([C:7]2[CH:6]=[C:5]3[C:10]([S:11](=[O:21])(=[O:20])[NH:12][C:13]4[C:4]3=[CH:3][C:2]([Cl:1])=[C:19]3[C:14]=4[N:15]=[CH:16][CH:17]=[CH:18]3)=[CH:9][CH:8]=2)=[O:24])[CH2:29][CH2:28][CH2:27][CH2:26]1. The yield is 0.280. (2) The reactants are C(O[BH-](OC(=O)C)OC(=O)C)(=O)C.[Na+].[F:15][C:16]([F:52])([F:51])[C:17]1[CH:18]=[C:19]([CH:44]=[C:45]([C:47]([F:50])([F:49])[F:48])[CH:46]=1)[CH2:20][N:21]([C:38]1[N:39]=[N:40][N:41]([CH3:43])[N:42]=1)[C@H:22]1[CH2:28][CH2:27][CH2:26][NH:25][C:24]2[CH:29]=[C:30]([C:34]([F:37])([F:36])[F:35])[C:31]([CH3:33])=[CH:32][C:23]1=2.[CH2:53]([N:60]1[CH2:65][CH2:64][C:63](=O)[CH2:62][CH2:61]1)[C:54]1[CH:59]=[CH:58][CH:57]=[CH:56][CH:55]=1.C(O)(=O)C. The catalyst is C(#N)C.ClCCl. The product is [CH2:53]([N:60]1[CH2:65][CH2:64][CH:63]([N:25]2[CH2:26][CH2:27][CH2:28][C@H:22]([N:21]([CH2:20][C:19]3[CH:44]=[C:45]([C:47]([F:50])([F:48])[F:49])[CH:46]=[C:17]([C:16]([F:51])([F:15])[F:52])[CH:18]=3)[C:38]3[N:39]=[N:40][N:41]([CH3:43])[N:42]=3)[C:23]3[CH:32]=[C:31]([CH3:33])[C:30]([C:34]([F:35])([F:36])[F:37])=[CH:29][C:24]2=3)[CH2:62][CH2:61]1)[C:54]1[CH:59]=[CH:58][CH:57]=[CH:56][CH:55]=1. The yield is 0.610. (3) The reactants are [O:1]1CCO[CH:2]1[C:6]1[CH:7]=[C:8]([NH:12][C:13]([NH:15][C:16]2[CH:21]=[CH:20][C:19]([C:22]([F:25])([F:24])[F:23])=[CH:18][CH:17]=2)=[O:14])[CH:9]=[CH:10][CH:11]=1. The catalyst is CC(O)=O. The product is [CH:2]([C:6]1[CH:7]=[C:8]([NH:12][C:13]([NH:15][C:16]2[CH:21]=[CH:20][C:19]([C:22]([F:23])([F:24])[F:25])=[CH:18][CH:17]=2)=[O:14])[CH:9]=[CH:10][CH:11]=1)=[O:1]. The yield is 0.830.